This data is from Catalyst prediction with 721,799 reactions and 888 catalyst types from USPTO. The task is: Predict which catalyst facilitates the given reaction. (1) The catalyst class is: 125. Product: [NH2:18][C@@H:14]([CH2:13][CH2:12][CH2:11][CH:7]([O:8][CH3:9])[O:6][CH3:10])[C:15]([O:17][CH3:22])=[O:16]. Reactant: Cl[Si](C)(C)C.[O:6]1[CH2:10][CH2:9][O:8][CH:7]1[CH2:11][CH2:12][CH2:13][C@H:14]([NH2:18])[C:15]([OH:17])=[O:16].S(OC)(O[CH3:22])=O.C[O-].[K+]. (2) Product: [C:32]([O:31][C:29]([N:26]1[CH2:27][CH2:28][CH:23]([N:22]2[CH2:21][CH2:20][C:15]3[CH:16]=[CH:17][CH:18]=[CH:19][C:14]=3[NH:13][C:1]2=[O:2])[CH2:24][CH2:25]1)=[O:30])([CH3:35])([CH3:34])[CH3:33]. Reactant: [C:1](N1C=CN=C1)(N1C=CN=C1)=[O:2].[NH2:13][C:14]1[CH:19]=[CH:18][CH:17]=[CH:16][C:15]=1[CH2:20][CH2:21][NH:22][CH:23]1[CH2:28][CH2:27][N:26]([C:29]([O:31][C:32]([CH3:35])([CH3:34])[CH3:33])=[O:30])[CH2:25][CH2:24]1. The catalyst class is: 42. (3) Reactant: [CH3:1][N:2]([CH3:40])[CH2:3][CH:4]([O:7][CH:8]([O:12][C@H:13]1[CH2:37][CH2:36][C@@:35]2([CH3:38])[C:15](=[CH:16][CH2:17][C@@H:18]3[C@@H:34]2[CH2:33][CH2:32][C@@:31]2([CH3:39])[C@H:19]3[CH2:20][CH2:21][C@@H:22]2[C@H:23]([CH3:30])[CH2:24][CH2:25][CH2:26][CH:27]([CH3:29])[CH3:28])[CH2:14]1)[CH2:9][CH2:10][CH3:11])[CH2:5][OH:6].[H-].[Na+].S(O[CH2:48][CH2:49][CH2:50][CH2:51][CH2:52][CH2:53][CH2:54][CH2:55]/[CH:56]=[CH:57]\[CH2:58]/[CH:59]=[CH:60]\[CH2:61][CH2:62][CH2:63][CH2:64][CH3:65])(=O)(=O)C. Product: [CH3:40][N:2]([CH3:1])[CH2:3][CH:4]([O:7][CH:8]([O:12][C@H:13]1[CH2:37][CH2:36][C@@:35]2([CH3:38])[C:15](=[CH:16][CH2:17][C@@H:18]3[C@@H:34]2[CH2:33][CH2:32][C@@:31]2([CH3:39])[C@H:19]3[CH2:20][CH2:21][C@@H:22]2[C@H:23]([CH3:30])[CH2:24][CH2:25][CH2:26][CH:27]([CH3:28])[CH3:29])[CH2:14]1)[CH2:9][CH2:10][CH3:11])[CH2:5][O:6][CH2:48][CH2:49][CH2:50][CH2:51][CH2:52][CH2:53][CH2:54][CH2:55]/[CH:56]=[CH:57]\[CH2:58]/[CH:59]=[CH:60]\[CH2:61][CH2:62][CH2:63][CH2:64][CH3:65]. The catalyst class is: 11. (4) Reactant: [N:1]1[CH:6]=[CH:5][C:4]([C:7]2[CH:15]=[CH:14][CH:13]=[C:12]3[C:8]=2[CH2:9][C:10](=[O:16])[NH:11]3)=[CH:3][CH:2]=1.[CH3:17][C:18]1[C:22]([C:23]([N:25]2[CH2:30][CH2:29][CH2:28][CH2:27][CH2:26]2)=[O:24])=[CH:21][NH:20][C:19]=1[CH:31]=O.N1CCCCC1. Product: [CH3:17][C:18]1[C:22]([C:23]([N:25]2[CH2:30][CH2:29][CH2:28][CH2:27][CH2:26]2)=[O:24])=[CH:21][NH:20][C:19]=1[CH:31]=[C:9]1[C:8]2[C:12](=[CH:13][CH:14]=[CH:15][C:7]=2[C:4]2[CH:5]=[CH:6][N:1]=[CH:2][CH:3]=2)[NH:11][C:10]1=[O:16]. The catalyst class is: 8. (5) Product: [CH2:24]([C:23]1[N:22]2[C:18]([S:19][CH:20]=[CH:21]2)=[N:17][C:16]=1[CH2:14][OH:13])[CH3:25]. The catalyst class is: 1. Reactant: [H-].C([Al+]CC(C)C)C(C)C.C([O:13][C:14]([C:16]1[N:17]=[C:18]2[N:22]([C:23]=1[CH2:24][CH3:25])[CH:21]=[CH:20][S:19]2)=O)C.[OH-].[Na+]. (6) Reactant: [CH3:1][O:2][C:3]1[CH:8]=[C:7]([O:9][C:10]([F:13])([F:12])[F:11])[CH:6]=[CH:5][C:4]=1[C:14]1[N:19]=[C:18]2[C:20]([CH3:32])=[CH:21][N:22]([C@@H:23]([CH2:30][CH3:31])[CH2:24][O:25]S(C)(=O)=O)[C:17]2=[CH:16][C:15]=1[CH3:33].[CH:34]1([NH2:39])[CH2:38][CH2:37][CH2:36][CH2:35]1.[C:40]([O-])(O)=[O:41].[Na+]. Product: [CH3:1][O:2][C:3]1[CH:8]=[C:7]([O:9][C:10]([F:13])([F:12])[F:11])[CH:6]=[CH:5][C:4]=1[C:14]1[N:19]=[C:18]2[C:20]([CH3:32])=[CH:21][N:22]([C@@H:23]([CH2:30][CH3:31])[CH2:24][O:25][C:40](=[O:41])[NH:39][CH:34]3[CH2:38][CH2:37][CH2:36][CH2:35]3)[C:17]2=[CH:16][C:15]=1[CH3:33]. The catalyst class is: 6.